Dataset: Forward reaction prediction with 1.9M reactions from USPTO patents (1976-2016). Task: Predict the product of the given reaction. (1) Given the reactants [CH3:1][C:2]1([CH3:20])[C:10]2[C:5](=[CH:6][CH:7]=[C:8](OS(C(F)(F)F)(=O)=O)[CH:9]=2)[C:4](=[O:19])[O:3]1.[CH2:21]([O:24][CH:25]1[CH2:30][CH2:29][CH2:28][CH2:27][O:26]1)[C:22]#[CH:23].C(N(CC)CC)C.CO, predict the reaction product. The product is: [CH3:1][C:2]1([CH3:20])[C:10]2[C:5](=[CH:6][CH:7]=[C:8]([C:23]#[C:22][CH2:21][O:24][CH:25]3[CH2:30][CH2:29][CH2:28][CH2:27][O:26]3)[CH:9]=2)[C:4](=[O:19])[O:3]1. (2) The product is: [CH3:1][O:2][C:3](=[O:12])[CH2:4][C@H:5]1[CH2:10][CH2:9][C@H:8]([O:11][CH3:16])[CH2:7][CH2:6]1. Given the reactants [CH3:1][O:2][C:3](=[O:12])[CH2:4][C@H:5]1[CH2:10][CH2:9][C@H:8]([OH:11])[CH2:7][CH2:6]1.[H-].[Na+].I[CH3:16], predict the reaction product. (3) The product is: [CH3:1][O:2][CH2:3][CH2:4][O:5][C:6]1[CH:7]=[C:8]2[C:20]([NH:21][C:22]3[CH:27]=[C:26]([C:28]#[CH:29])[CH:25]=[CH:24][CH:23]=3)=[N:19][CH:18]=[N:17][C:9]2=[CH:10][C:11]=1[O:12][CH2:13][CH2:14][O:15][CH3:16]. Given the reactants [CH3:1][O:2][CH2:3][CH2:4][O:5][C:6]1[CH:7]=[C:8]2[C:20]([NH:21][C:22]3[CH:23]=[CH:24][CH:25]=[C:26]([C:28]#[CH:29])[CH:27]=3)=[N:19][CH:18]=[N:17][C:9]2=[CH:10][C:11]=1[O:12][CH2:13][CH2:14][O:15][CH3:16].Cl.CO.C(=O)([O-])[O-].[Na+].[Na+], predict the reaction product. (4) Given the reactants [Cl:1][C:2]1[N:7]=[C:6]([CH2:8][C:9]([C:11]2[C:12]([F:29])=[C:13]([NH:17][S:18]([C:21]3[C:26]([F:27])=[CH:25][CH:24]=[CH:23][C:22]=3[F:28])(=[O:20])=[O:19])[CH:14]=[CH:15][CH:16]=2)=O)[CH:5]=[CH:4][N:3]=1.C1C(=O)N(Br)C(=O)C1.[O:38]1[CH2:42][CH2:41][CH:40]([C:43](=[S:45])[NH2:44])[CH2:39]1, predict the reaction product. The product is: [Cl:1][C:2]1[N:7]=[C:6]([C:8]2[S:45][C:43]([CH:40]3[CH2:41][CH2:42][O:38][CH2:39]3)=[N:44][C:9]=2[C:11]2[C:12]([F:29])=[C:13]([NH:17][S:18]([C:21]3[C:26]([F:27])=[CH:25][CH:24]=[CH:23][C:22]=3[F:28])(=[O:20])=[O:19])[CH:14]=[CH:15][CH:16]=2)[CH:5]=[CH:4][N:3]=1. (5) Given the reactants [CH3:1][O:2][C:3]1[CH:12]=[C:11]2[C:6]([C:7](=[O:31])[N:8]([CH3:30])[C:9](=[O:29])[N:10]2[CH2:13][CH2:14][N:15]2[CH2:20][CH2:19][CH:18]([NH:21]C(=O)OC(C)(C)C)[CH2:17][CH2:16]2)=[CH:5][CH:4]=1.FC(F)(F)C(O)=[O:35].NC1CCN(CCN2C3C=C(OC)C=CC=3COC2=O)CC1, predict the reaction product. The product is: [NH2:21][CH:18]1[CH2:19][CH2:20][N:15]([CH2:14][CH2:13][N:10]2[C:11]3[C:6](=[CH:5][CH:4]=[C:3]([O:2][CH3:1])[CH:12]=3)[C:7](=[O:31])[N:8]([CH3:30])[C:9]2=[O:29])[C:16](=[O:35])[CH2:17]1.